From a dataset of Forward reaction prediction with 1.9M reactions from USPTO patents (1976-2016). Predict the product of the given reaction. (1) Given the reactants Br.Br[CH:3]([C:5]1[O:6][C:7](=[O:22])[C:8]2[C:13]([C:14]=1[C:15]1[CH:16]=[N:17][C:18]([CH3:21])=[CH:19][CH:20]=1)=[CH:12][CH:11]=[CH:10][CH:9]=2)[CH3:4].[NH:23]1[C:27]2=[N:28][CH:29]=[N:30][C:31]([NH2:32])=[C:26]2[CH:25]=[N:24]1.C([O-])([O-])=O.[K+].[K+], predict the reaction product. The product is: [NH2:32][C:31]1[N:30]=[CH:29][N:28]=[C:27]2[N:23]([CH:3]([C:5]3[O:6][C:7](=[O:22])[C:8]4[C:13]([C:14]=3[C:15]3[CH:16]=[N:17][C:18]([CH3:21])=[CH:19][CH:20]=3)=[CH:12][CH:11]=[CH:10][CH:9]=4)[CH3:4])[N:24]=[CH:25][C:26]=12. (2) Given the reactants [CH3:1][C:2]1[CH:3]=[C:4](Br)[CH:5]=[C:6]([CH3:8])[CH:7]=1.[Mg].[CH3:11][C:12]1[CH:13]=[C:14]([Mg]Br)[CH:15]=[C:16]([CH3:18])[CH:17]=1.Cl[P:22](Cl)[C:23]1[CH:28]=[CH:27][CH:26]=[CH:25][C:24]=1[P:29](Cl)Cl, predict the reaction product. The product is: [CH3:1][C:2]1[CH:3]=[C:4]([P:22]([C:4]2[CH:5]=[C:6]([CH3:8])[CH:7]=[C:2]([CH3:1])[CH:3]=2)[C:23]2[CH:28]=[CH:27][CH:26]=[CH:25][C:24]=2[P:29]([C:4]2[CH:5]=[C:6]([CH3:8])[CH:7]=[C:2]([CH3:1])[CH:3]=2)[C:14]2[CH:13]=[C:12]([CH3:11])[CH:17]=[C:16]([CH3:18])[CH:15]=2)[CH:5]=[C:6]([CH3:8])[CH:7]=1. (3) Given the reactants [O:1]=[C:2]1[CH:11]=[C:10]([C:12]([F:15])([F:14])[F:13])[C:9]2[C:4](=[CH:5][CH:6]=[C:7]([CH2:16][C:17]3[CH:22]=[CH:21][C:20]([S:23](Cl)(=[O:25])=[O:24])=[CH:19][CH:18]=3)[CH:8]=2)[NH:3]1.[CH:27]([NH2:30])([CH3:29])[CH3:28].CCOC(C)=O, predict the reaction product. The product is: [CH:27]([NH:30][S:23]([C:20]1[CH:21]=[CH:22][C:17]([CH2:16][C:7]2[CH:8]=[C:9]3[C:4](=[CH:5][CH:6]=2)[NH:3][C:2](=[O:1])[CH:11]=[C:10]3[C:12]([F:15])([F:14])[F:13])=[CH:18][CH:19]=1)(=[O:25])=[O:24])([CH3:29])[CH3:28]. (4) Given the reactants Cl[C:2]1[CH:9]=[CH:8][C:7]([N+:10]([O-:12])=[O:11])=[CH:6][C:3]=1[CH2:4][OH:5].[NH:13]1[CH2:17][CH2:16][C@@H:15]([OH:18])[CH2:14]1, predict the reaction product. The product is: [OH:5][CH2:4][C:3]1[CH:6]=[C:7]([N+:10]([O-:12])=[O:11])[CH:8]=[CH:9][C:2]=1[N:13]1[CH2:17][CH2:16][C@@H:15]([OH:18])[CH2:14]1. (5) Given the reactants [Cl:1][C:2]1[NH:3][C:4]2[CH:10]=[CH:9][CH:8]=[CH:7][C:5]=2[N:6]=1.C([O-])([O-])=O.[K+].[K+].[CH2:17](I)[CH:18]([CH3:20])[CH3:19], predict the reaction product. The product is: [Cl:1][C:2]1[N:6]([CH2:17][CH:18]([CH3:20])[CH3:19])[C:5]2[CH:7]=[CH:8][CH:9]=[CH:10][C:4]=2[N:3]=1. (6) The product is: [C:1]([O:5][C:6]([N:8]1[CH2:14][CH2:13][C:12]2[CH:15]=[CH:16][C:17]([NH:19][S:20]([C:23]3[CH:28]=[CH:27][C:26]([CH2:29][O:30][S:39]([CH3:38])(=[O:41])=[O:40])=[CH:25][CH:24]=3)(=[O:22])=[O:21])=[CH:18][C:11]=2[CH2:10][CH2:9]1)=[O:7])([CH3:4])([CH3:2])[CH3:3]. Given the reactants [C:1]([O:5][C:6]([N:8]1[CH2:14][CH2:13][C:12]2[CH:15]=[CH:16][C:17]([NH:19][S:20]([C:23]3[CH:28]=[CH:27][C:26]([CH2:29][OH:30])=[CH:25][CH:24]=3)(=[O:22])=[O:21])=[CH:18][C:11]=2[CH2:10][CH2:9]1)=[O:7])([CH3:4])([CH3:3])[CH3:2].C(N(CC)CC)C.[CH3:38][S:39](Cl)(=[O:41])=[O:40], predict the reaction product.